Dataset: Reaction yield outcomes from USPTO patents with 853,638 reactions. Task: Predict the reaction yield, written as a fraction of the theoretical maximum amount of product (1.0 means a 100% yield; for example, 0.34 means a 34% yield). (1) The reactants are [OH:1][C:2]1[C:3]([C:16]2[CH:17]=[C:18]([CH:24]=[CH:25][C:26]([O:28]CC)=[O:27])[CH:19]=[CH:20][C:21]=2[O:22][CH3:23])=[CH:4][C:5]2[C:6]([CH3:15])([CH3:14])[CH2:7][CH2:8][C:9]([CH3:13])([CH3:12])[C:10]=2[CH:11]=1.[CH3:31][O:32][CH2:33][O:34][C:35]1[CH:36]=[C:37]([CH:40]=[CH:41][CH:42]=1)[CH2:38]Cl. No catalyst specified. The product is [CH3:23][O:22][C:21]1[CH:20]=[CH:19][C:18]([CH:24]=[CH:25][C:26]([OH:28])=[O:27])=[CH:17][C:16]=1[C:3]1[C:2]([O:1][CH2:38][C:37]2[CH:40]=[CH:41][CH:42]=[C:35]([O:34][CH2:33][O:32][CH3:31])[CH:36]=2)=[CH:11][C:10]2[C:9]([CH3:13])([CH3:12])[CH2:8][CH2:7][C:6]([CH3:14])([CH3:15])[C:5]=2[CH:4]=1. The yield is 0.850. (2) The reactants are [Si:1]([O:8][C@H:9]1[CH2:14][CH2:13][C@H:12]([N:15]2[C:19]3[N:20]=[CH:21][N:22]=[CH:23][C:18]=3[CH:17]=[CH:16]2)[CH2:11][CH2:10]1)([C:4]([CH3:7])([CH3:6])[CH3:5])([CH3:3])[CH3:2].C1C(=O)N([I:31])C(=O)C1. The catalyst is CC#N. The product is [Si:1]([O:8][C@H:9]1[CH2:10][CH2:11][C@H:12]([N:15]2[C:19]3[N:20]=[CH:21][N:22]=[CH:23][C:18]=3[C:17]([I:31])=[CH:16]2)[CH2:13][CH2:14]1)([C:4]([CH3:7])([CH3:5])[CH3:6])([CH3:2])[CH3:3]. The yield is 0.590. (3) The reactants are C([O:3][C:4]([CH:6]1[CH2:10][CH2:9][CH2:8][CH:7]1[C:11]([N:13]1[CH2:18][CH2:17][N:16]([C:19]2[CH:24]=[CH:23][C:22]([NH:25][C:26]([C:28]3[N:29]=[C:30]([C:37]4[CH:42]=[CH:41][CH:40]=[CH:39][CH:38]=4)[O:31][C:32]=3[C:33]([F:36])([F:35])[F:34])=[O:27])=[CH:21][CH:20]=2)[CH2:15][CH2:14]1)=[O:12])=[O:5])C.[OH-].[Li+]. The catalyst is C(O)C.O. The product is [C:37]1([C:30]2[O:31][C:32]([C:33]([F:34])([F:35])[F:36])=[C:28]([C:26]([NH:25][C:22]3[CH:23]=[CH:24][C:19]([N:16]4[CH2:17][CH2:18][N:13]([C:11]([CH:7]5[CH2:8][CH2:9][CH2:10][CH:6]5[C:4]([OH:5])=[O:3])=[O:12])[CH2:14][CH2:15]4)=[CH:20][CH:21]=3)=[O:27])[N:29]=2)[CH:42]=[CH:41][CH:40]=[CH:39][CH:38]=1. The yield is 0.280. (4) The reactants are [F:1][C:2]1[CH:7]=[CH:6][C:5]([N:8]2[C:13](=[O:14])[C:12]([CH2:15]Br)=[C:11]([C:17]3[CH:22]=[CH:21][C:20]([S:23]([CH3:26])(=[O:25])=[O:24])=[CH:19][CH:18]=3)[CH:10]=[N:9]2)=[CH:4][CH:3]=1.[F:27][C:28]1[CH:33]=[CH:32][C:31]([OH:34])=[CH:30][CH:29]=1.C([O-])([O-])=O.[K+].[K+]. The catalyst is CC(C)=O. The product is [F:1][C:2]1[CH:7]=[CH:6][C:5]([N:8]2[C:13](=[O:14])[C:12]([CH2:15][O:34][C:31]3[CH:32]=[CH:33][C:28]([F:27])=[CH:29][CH:30]=3)=[C:11]([C:17]3[CH:22]=[CH:21][C:20]([S:23]([CH3:26])(=[O:25])=[O:24])=[CH:19][CH:18]=3)[CH:10]=[N:9]2)=[CH:4][CH:3]=1. The yield is 0.720. (5) The reactants are C(N(CC)CC)C.[CH:8]([C:10]1[C:18]2[C:13](=[CH:14][CH:15]=[CH:16][C:17]=2[O:19][CH3:20])[N:12](C(OC(C)(C)C)=O)[CH:11]=1)=[O:9].[CH:28](=[N:35][C:36]1[CH:41]=[CH:40][CH:39]=[C:38]([O:42][CH3:43])[CH:37]=1)[C:29]1[CH:34]=[CH:33][CH:32]=[CH:31][CH:30]=1. The catalyst is [Cl-].C([N+]1C(C)=C(CCO)SC=1)C1C=CC=CC=1.C(O)C. The product is [CH3:20][O:19][C:17]1[CH:16]=[CH:15][CH:14]=[C:13]2[C:18]=1[C:10]([C:8](=[O:9])[CH:28]([NH:35][C:36]1[CH:41]=[CH:40][CH:39]=[C:38]([O:42][CH3:43])[CH:37]=1)[C:29]1[CH:30]=[CH:31][CH:32]=[CH:33][CH:34]=1)=[CH:11][NH:12]2. The yield is 0.100. (6) The reactants are [CH:1]([C:3]1[CH:4]=[C:5]([CH:15]=[CH:16][CH:17]=1)[O:6][C:7]([CH3:14])([CH3:13])[C:8]([O:10]CC)=[O:9])=[O:2].[OH-].[Na+]. The catalyst is O1CCOCC1. The product is [CH:1]([C:3]1[CH:4]=[C:5]([CH:15]=[CH:16][CH:17]=1)[O:6][C:7]([CH3:14])([CH3:13])[C:8]([OH:10])=[O:9])=[O:2]. The yield is 0.950. (7) The reactants are [NH2:1][C:2]1[N:7]=[CH:6][N:5]=[C:4]2[N:8]([C@@H:30]3[CH2:35][CH2:34][CH2:33][N:32]([C:36](=[O:40])[CH2:37][C:38]#[N:39])[CH2:31]3)[N:9]=[C:10]([C:11]3[CH:16]=[CH:15][C:14]([NH:17][C:18](=[O:29])[C:19]4[CH:24]=[CH:23][C:22]([C:25]([F:28])([F:27])[F:26])=[CH:21][CH:20]=4)=[CH:13][CH:12]=3)[C:3]=12.[CH:41]1([CH:44]=O)[CH2:43][CH2:42]1.N1CCCCC1. The catalyst is CO. The product is [NH2:1][C:2]1[N:7]=[CH:6][N:5]=[C:4]2[N:8]([C@@H:30]3[CH2:35][CH2:34][CH2:33][N:32]([C:36](=[O:40])[C:37]([C:38]#[N:39])=[CH:44][CH:41]4[CH2:43][CH2:42]4)[CH2:31]3)[N:9]=[C:10]([C:11]3[CH:12]=[CH:13][C:14]([NH:17][C:18](=[O:29])[C:19]4[CH:20]=[CH:21][C:22]([C:25]([F:28])([F:27])[F:26])=[CH:23][CH:24]=4)=[CH:15][CH:16]=3)[C:3]=12. The yield is 0.600.